From a dataset of Reaction yield outcomes from USPTO patents with 853,638 reactions. Predict the reaction yield, written as a fraction of the theoretical maximum amount of product (1.0 means a 100% yield; for example, 0.34 means a 34% yield). (1) The reactants are [OH:1][CH2:2][CH:3]1[CH2:12][N:7]2[CH2:8][CH2:9][NH:10][CH2:11][CH:6]2[CH2:5][CH2:4]1.Cl[C:14]1[C:19]([Cl:20])=[CH:18][C:17]([Cl:21])=[CH:16][N:15]=1.C(=O)([O-])[O-].[Na+].[Na+]. The catalyst is C(O)CC(C)C. The product is [OH:1][CH2:2][CH:3]1[CH2:12][N:7]2[CH2:8][CH2:9][N:10]([C:14]3[C:19]([Cl:20])=[CH:18][C:17]([Cl:21])=[CH:16][N:15]=3)[CH2:11][CH:6]2[CH2:5][CH2:4]1. The yield is 0.800. (2) The reactants are S(Cl)(Cl)=O.[Cl:5][C:6]1[CH:7]=[C:8]([C:15]([CH3:20])([CH3:19])[C:16]([OH:18])=O)[CH:9]=[CH:10][C:11]=1[N+:12]([O-:14])=[O:13].C(N(C(C)C)CC)(C)C.[CH2:30]([NH:34][CH2:35][CH:36]([CH3:38])[CH3:37])[CH:31]([CH3:33])[CH3:32]. The catalyst is ClCCl. The product is [Cl:5][C:6]1[CH:7]=[C:8]([C:15]([CH3:20])([CH3:19])[C:16]([N:34]([CH2:35][CH:36]([CH3:38])[CH3:37])[CH2:30][CH:31]([CH3:33])[CH3:32])=[O:18])[CH:9]=[CH:10][C:11]=1[N+:12]([O-:14])=[O:13]. The yield is 0.820. (3) The reactants are CC1(C)C(C)(C)OB([C:9]2[CH:10]=[CH:11][C:12]([N:15]3[CH2:20][CH2:19][N:18]([C:21]([O:23][C:24]([CH3:27])([CH3:26])[CH3:25])=[O:22])[CH2:17][CH:16]3[C:28]([F:31])([F:30])[F:29])=[N:13][CH:14]=2)O1.Br[C:34]1[CH:39]=[CH:38][C:37]([N:40]2[C:44](=[O:45])[N:43]([CH2:46][CH2:47][CH3:48])[N:42]=[CH:41]2)=[C:36]([F:49])[CH:35]=1.C(=O)([O-])[O-].[Na+].[Na+]. The catalyst is CN(C)C=O.C1C=CC([P]([Pd]([P](C2C=CC=CC=2)(C2C=CC=CC=2)C2C=CC=CC=2)([P](C2C=CC=CC=2)(C2C=CC=CC=2)C2C=CC=CC=2)[P](C2C=CC=CC=2)(C2C=CC=CC=2)C2C=CC=CC=2)(C2C=CC=CC=2)C2C=CC=CC=2)=CC=1. The product is [F:49][C:36]1[CH:35]=[C:34]([C:9]2[CH:10]=[CH:11][C:12]([N:15]3[CH2:20][CH2:19][N:18]([C:21]([O:23][C:24]([CH3:27])([CH3:25])[CH3:26])=[O:22])[CH2:17][CH:16]3[C:28]([F:29])([F:30])[F:31])=[N:13][CH:14]=2)[CH:39]=[CH:38][C:37]=1[N:40]1[C:44](=[O:45])[N:43]([CH2:46][CH2:47][CH3:48])[N:42]=[CH:41]1. The yield is 0.333.